This data is from Forward reaction prediction with 1.9M reactions from USPTO patents (1976-2016). The task is: Predict the product of the given reaction. Given the reactants Br[C:2]1[CH:3]=[C:4]2[C:9](=[CH:10][CH:11]=1)[N:8]=[C:7]([C:12]1[CH:13]=[N:14][CH:15]=[CH:16][CH:17]=1)[N:6]=[C:5]2[NH:18][C:19]1[CH:24]=[CH:23][C:22]([F:25])=[C:21]([Cl:26])[CH:20]=1.[CH3:27][O:28][C:29]1[N:34]=[CH:33][C:32](B(O)O)=[CH:31][CH:30]=1.O.P([O-])([O-])([O-])=O.[K+].[K+].[K+], predict the reaction product. The product is: [Cl:26][C:21]1[CH:20]=[C:19]([NH:18][C:5]2[C:4]3[C:9](=[CH:10][CH:11]=[C:2]([C:32]4[CH:33]=[N:34][C:29]([O:28][CH3:27])=[CH:30][CH:31]=4)[CH:3]=3)[N:8]=[C:7]([C:12]3[CH:13]=[N:14][CH:15]=[CH:16][CH:17]=3)[N:6]=2)[CH:24]=[CH:23][C:22]=1[F:25].